Predict the reactants needed to synthesize the given product. From a dataset of Full USPTO retrosynthesis dataset with 1.9M reactions from patents (1976-2016). (1) Given the product [Br:1][C:2]1[C:10]2[C:9](=[O:11])[N:8]([CH2:53][CH2:52][C:48]3[N:47]=[C:46]4[CH:45]=[CH:44][S:43][C:51]4=[CH:50][CH:49]=3)[N:7]=[CH:6][C:5]=2[S:4][CH:3]=1, predict the reactants needed to synthesize it. The reactants are: [Br:1][C:2]1[C:10]2[C:9](=[O:11])[NH:8][N:7]=[CH:6][C:5]=2[S:4][CH:3]=1.C1(P(C2C=CC=CC=2)C2C=CC=CC=2)C=CC=CC=1.N(/C(OCC)=O)=N\C(OCC)=O.[S:43]1[C:51]2[C:46](=[N:47][C:48]([CH2:52][CH2:53]O)=[CH:49][CH:50]=2)[CH:45]=[CH:44]1. (2) Given the product [CH2:19]([O:18][C:16]([NH:1][C:2]1[CH:3]=[C:4]([CH:8]=[C:9]([C:11]2[O:12][CH:13]=[CH:14][N:15]=2)[CH:10]=1)[C:5]([OH:7])=[O:6])=[O:17])[C:20]1[CH:25]=[CH:24][CH:23]=[CH:22][CH:21]=1, predict the reactants needed to synthesize it. The reactants are: [NH2:1][C:2]1[CH:3]=[C:4]([CH:8]=[C:9]([C:11]2[O:12][CH:13]=[CH:14][N:15]=2)[CH:10]=1)[C:5]([OH:7])=[O:6].[C:16](Cl)([O:18][CH2:19][C:20]1[CH:25]=[CH:24][CH:23]=[CH:22][CH:21]=1)=[O:17].C(=O)(O)[O-].[Na+].Cl. (3) Given the product [CH:23]1([N:26]2[CH2:34][C:33]3[C:28](=[CH:29][CH:30]=[C:31]([C:21]4[C:16]5[C:17](=[N:18][C:13]([C:3]6[C:2]([Cl:1])=[C:7]([O:8][CH3:9])[CH:6]=[C:5]([O:10][CH3:11])[C:4]=6[Cl:12])=[N:14][CH:15]=5)[NH:19][N:20]=4)[CH:32]=3)[C:27]2=[O:44])[CH2:25][CH2:24]1, predict the reactants needed to synthesize it. The reactants are: [Cl:1][C:2]1[C:7]([O:8][CH3:9])=[CH:6][C:5]([O:10][CH3:11])=[C:4]([Cl:12])[C:3]=1[C:13]1[N:18]=[C:17]2[NH:19][N:20]=[C:21](I)[C:16]2=[CH:15][N:14]=1.[CH:23]1([N:26]2[CH2:34][C:33]3[C:28](=[CH:29][CH:30]=[C:31](B4OC(C)(C)C(C)(C)O4)[CH:32]=3)[C:27]2=[O:44])[CH2:25][CH2:24]1. (4) Given the product [CH3:62][CH:61]([CH3:63])[C@H:56]([N:51]1[CH2:50][C:49]2[C:53](=[CH:54][C:46]([C:43]3[CH:42]=[CH:41][C:40]([NH:39][C:75]([C:73]4[O:74][C:70]([C:64]5[CH:65]=[CH:66][CH:67]=[CH:68][CH:69]=5)=[CH:71][N:72]=4)=[O:76])=[CH:45][N:44]=3)=[CH:47][CH:48]=2)[C:52]1=[O:55])[C:57]([O:59][CH3:60])=[O:58], predict the reactants needed to synthesize it. The reactants are: CC(C)[C@H](N1CC2C(=CC(C3C=CC(NC(C4SC(C5C=CC=CC=5)=CN=4)=O)=CC=3)=CC=2)C1=O)C(OC)=O.[NH2:39][C:40]1[CH:41]=[CH:42][C:43]([C:46]2[CH:54]=[C:53]3[C:49]([CH2:50][N:51]([C@@H:56]([CH:61]([CH3:63])[CH3:62])[C:57]([O:59][CH3:60])=[O:58])[C:52]3=[O:55])=[CH:48][CH:47]=2)=[N:44][CH:45]=1.[C:64]1([C:70]2[O:74][C:73]([C:75](OCC)=[O:76])=[N:72][CH:71]=2)[CH:69]=[CH:68][CH:67]=[CH:66][CH:65]=1. (5) Given the product [Br:1][C:2]1[CH:8]=[CH:7][C:5]([N+:6]([O-:17])=[O:16])=[C:4]([O:9][CH3:10])[C:3]=1[F:11], predict the reactants needed to synthesize it. The reactants are: [Br:1][C:2]1[CH:8]=[CH:7][C:5]([NH2:6])=[C:4]([O:9][CH3:10])[C:3]=1[F:11].B1([O-])OO1.[OH2:16].[OH2:17].O.O.[Na+].O.